This data is from Full USPTO retrosynthesis dataset with 1.9M reactions from patents (1976-2016). The task is: Predict the reactants needed to synthesize the given product. (1) The reactants are: Br[C:2]1[CH:3]=[C:4]2[C:9](=[CH:10][CH:11]=1)[N:8]=[CH:7][NH:6][C:5]2=[O:12].Cl.[N:14]12[CH2:22][CH2:21][CH:18]([CH2:19][CH2:20]1)[NH:17][CH2:16][CH2:15]2.C(N(CC)CC)C.CC(C)([O-])C.[K+].C1(P(C2CCCCC2)C2C=CC=CC=2C2C(C(C)C)=CC(C(C)C)=CC=2C(C)C)CCCCC1. Given the product [N:14]12[CH2:22][CH2:21][CH:18]([CH2:19][CH2:20]1)[N:17]([C:2]1[CH:3]=[C:4]3[C:9](=[CH:10][CH:11]=1)[N:8]=[CH:7][NH:6][C:5]3=[O:12])[CH2:16][CH2:15]2, predict the reactants needed to synthesize it. (2) The reactants are: [O:1]1[C:11]2[C:6](=[CH:7][CH:8]=[CH:9][CH:10]=2)[CH:5]=[C:4]([C:12]([NH:14][C@H:15]([C:25]([O:27]C)=[O:26])[CH2:16][C:17]2[CH:22]=[CH:21][C:20]([O:23][CH3:24])=[CH:19][CH:18]=2)=[O:13])[C:2]1=[O:3].[OH-].[Na+]. Given the product [O:1]1[C:11]2[C:6](=[CH:7][CH:8]=[CH:9][CH:10]=2)[CH:5]=[C:4]([C:12]([NH:14][C@H:15]([C:25]([OH:27])=[O:26])[CH2:16][C:17]2[CH:18]=[CH:19][C:20]([O:23][CH3:24])=[CH:21][CH:22]=2)=[O:13])[C:2]1=[O:3], predict the reactants needed to synthesize it. (3) Given the product [CH:1]([NH:4][C:5]([C:7]1[C:11]2[CH:12]=[CH:13][C:14]([OH:16])=[CH:15][C:10]=2[O:9][C:8]=1[CH3:18])=[O:6])([CH3:3])[CH3:2], predict the reactants needed to synthesize it. The reactants are: [CH:1]([NH:4][C:5]([C:7]1[C:11]2[CH:12]=[CH:13][C:14]([O:16]C)=[CH:15][C:10]=2[O:9][C:8]=1[CH3:18])=[O:6])([CH3:3])[CH3:2].B(Br)(Br)Br.